Dataset: Full USPTO retrosynthesis dataset with 1.9M reactions from patents (1976-2016). Task: Predict the reactants needed to synthesize the given product. (1) Given the product [CH3:22][S:19]([O:11][CH2:10][CH2:9][C:2]1([CH2:6][CH2:7][O:8][S:19]([CH3:22])(=[O:21])=[O:20])[O:3][CH2:4][CH2:5][O:1]1)(=[O:21])=[O:20], predict the reactants needed to synthesize it. The reactants are: [O:1]1[CH2:5][CH2:4][O:3][C:2]1([CH2:9][CH2:10][OH:11])[CH2:6][CH2:7][OH:8].C(N(CC)CC)C.[S:19](Cl)([CH3:22])(=[O:21])=[O:20]. (2) Given the product [Cl:1][C:2]1[N:3]=[CH:4][C:5]([C:10]([OH:12])=[O:11])=[N:6][C:7]=1[CH2:8][CH3:9], predict the reactants needed to synthesize it. The reactants are: [Cl:1][C:2]1[N:3]=[CH:4][C:5]([C:10]([O:12]C)=[O:11])=[N:6][C:7]=1[CH2:8][CH3:9].C[Si](C)(C)[O-].[K+].Cl. (3) Given the product [CH2:38]([C:40]1[CH:41]=[C:42]([CH2:45][CH2:46][C:47]2[CH:72]=[CH:71][N:50]3[C:51](=[O:70])[C:52](/[CH:61]=[CH:62]/[C:63]([OH:65])=[O:64])=[C:53]([N:55]4[CH2:60][CH2:59][O:58][CH2:57][CH2:56]4)[N:54]=[C:49]3[CH:48]=2)[S:43][CH:44]=1)[CH3:39], predict the reactants needed to synthesize it. The reactants are: OC1CCCN(C2N=C3C=C(OCC4SC=C(C(C)C)N=4)C=CN3C(=O)C=2/C=C/C(OC(C)(C)C)=O)C1.[CH2:38]([C:40]1[CH:41]=[C:42]([CH2:45][CH2:46][C:47]2[CH:72]=[CH:71][N:50]3[C:51](=[O:70])[C:52](/[CH:61]=[CH:62]/[C:63]([O:65]C(C)(C)C)=[O:64])=[C:53]([N:55]4[CH2:60][CH2:59][O:58][CH2:57][CH2:56]4)[N:54]=[C:49]3[CH:48]=2)[S:43][CH:44]=1)[CH3:39]. (4) Given the product [CH3:14][C:13]1([CH3:15])[O:12][C:11]([NH:16][C@H:17]([C:28]2[CH:29]=[CH:30][CH:31]=[CH:32][CH:33]=2)[CH2:18][CH2:19][OH:20])=[N:10][S:9](=[O:34])(=[O:35])[CH:8]1[C:4]1[CH:5]=[CH:6][CH:7]=[C:2]([C:40]2[CH:41]=[N:36][CH:37]=[N:38][CH:39]=2)[CH:3]=1, predict the reactants needed to synthesize it. The reactants are: Br[C:2]1[CH:3]=[C:4]([CH:8]2[C:13]([CH3:15])([CH3:14])[O:12][C:11]([NH:16][C@H:17]([C:28]3[CH:33]=[CH:32][CH:31]=[CH:30][CH:29]=3)[CH2:18][CH2:19][O:20][Si](C(C)(C)C)(C)C)=[N:10][S:9]2(=[O:35])=[O:34])[CH:5]=[CH:6][CH:7]=1.[N:36]1[CH:41]=[C:40](B(O)O)[CH:39]=[N:38][CH:37]=1.P([O-])([O-])([O-])=O.[K+].[K+].[K+].O. (5) The reactants are: C([O:5][C:6]([N:8]1[CH2:13][CH2:12][C@@H:11](C(O)=O)[C@H:10]([C:17]2[CH:22]=[CH:21][C:20]([F:23])=[CH:19][C:18]=2[CH3:24])[CH2:9]1)=[O:7])(C)(C)C.C1C=CC(P([N:39]=[N+]=[N-])(C2C=CC=CC=2)=O)=CC=1.C(N(CC)CC)C.[OH-].[Na+].[C:51]1([CH3:57])[CH:56]=CC=C[CH:52]=1. Given the product [C:51]([CH:9]1[C@H:10]([C:17]2[CH:22]=[CH:21][C:20]([F:23])=[CH:19][C:18]=2[CH3:24])[C@H:11]([NH2:39])[CH2:12][CH2:13][N:8]1[C:6]([OH:5])=[O:7])([CH3:57])([CH3:56])[CH3:52], predict the reactants needed to synthesize it. (6) The reactants are: [NH2:1][C:2]1[C:21]2[C:20](=[O:22])[C:19]([C:23]([O:25]CC)=[O:24])=[CH:18][N:7]3[C@@H:8]([CH2:11][C:12]4[CH:17]=[CH:16][CH:15]=[CH:14][CH:13]=4)[CH2:9][O:10][C:5]([C:6]=23)=[C:4]([F:28])[C:3]=1[F:29].OS(O)(=O)=O. Given the product [NH2:1][C:2]1[C:21]2[C:20](=[O:22])[C:19]([C:23]([OH:25])=[O:24])=[CH:18][N:7]3[C@@H:8]([CH2:11][C:12]4[CH:13]=[CH:14][CH:15]=[CH:16][CH:17]=4)[CH2:9][O:10][C:5]([C:6]=23)=[C:4]([F:28])[C:3]=1[F:29], predict the reactants needed to synthesize it.